Dataset: TCR-epitope binding with 47,182 pairs between 192 epitopes and 23,139 TCRs. Task: Binary Classification. Given a T-cell receptor sequence (or CDR3 region) and an epitope sequence, predict whether binding occurs between them. (1) The epitope is VTEHDTLLY. The TCR CDR3 sequence is CSDFAGGADEAFF. Result: 0 (the TCR does not bind to the epitope). (2) The epitope is RLRAEAQVK. The TCR CDR3 sequence is CASSPTGNMGNTIYF. Result: 1 (the TCR binds to the epitope).